From a dataset of Reaction yield outcomes from USPTO patents with 853,638 reactions. Predict the reaction yield, written as a fraction of the theoretical maximum amount of product (1.0 means a 100% yield; for example, 0.34 means a 34% yield). The reactants are Br[C:2]1[CH:8]=[C:7]([N+:9]([O-:11])=[O:10])[C:5]([NH2:6])=[C:4]([CH:12]2[CH2:16][CH2:15][CH2:14][O:13]2)[C:3]=1[F:17].C([O-])(O)=O.[Na+].CC1(C)C(C)(C)OB([C:31]2[CH:32]=[N:33][C:34]([C:37]([OH:40])([CH3:39])[CH3:38])=[N:35][CH:36]=2)O1. The catalyst is O1CCOCC1.CCOC(C)=O.C(Cl)Cl.ClCCl.Cl[Pd]Cl.C1(P(C2C=CC=CC=2)[C-]2C=CC=C2)C=CC=CC=1.[C-]1(P(C2C=CC=CC=2)C2C=CC=CC=2)C=CC=C1.[Fe+2]. The product is [NH2:6][C:5]1[C:7]([N+:9]([O-:11])=[O:10])=[CH:8][C:2]([C:31]2[CH:32]=[N:33][C:34]([C:37]([OH:40])([CH3:39])[CH3:38])=[N:35][CH:36]=2)=[C:3]([F:17])[C:4]=1[CH:12]1[CH2:16][CH2:15][CH2:14][O:13]1. The yield is 0.558.